Dataset: Forward reaction prediction with 1.9M reactions from USPTO patents (1976-2016). Task: Predict the product of the given reaction. (1) Given the reactants [Cl:1][C:2]1[C:7]([C:8]2[CH:13]=[CH:12][CH:11]=[CH:10][CH:9]=2)=[C:6](Cl)[N:5]2[N:15]=[C:16]([CH3:18])[N:17]=[C:4]2[N:3]=1.[CH3:19][NH:20][CH3:21], predict the reaction product. The product is: [Cl:1][C:2]1[C:7]([C:8]2[CH:13]=[CH:12][CH:11]=[CH:10][CH:9]=2)=[C:6]([N:20]([CH3:21])[CH3:19])[N:5]2[N:15]=[C:16]([CH3:18])[N:17]=[C:4]2[N:3]=1. (2) The product is: [N:30]1([C:27]([C:23]2[N:24]=[CH:25][N:26]=[C:21]([NH:20][C:16]3[CH:17]=[C:18]4[C:13](=[CH:14][CH:15]=3)[CH2:12][C:4]3([C:5]5[C:6](=[N:7][CH:8]=[CH:9][CH:10]=5)[NH:11][C:3]3=[O:2])[CH2:19]4)[CH:22]=2)=[O:29])[C:39]2[C:34](=[CH:35][CH:36]=[CH:37][CH:38]=2)[CH2:33][CH2:32][CH2:31]1. Given the reactants Cl.[O:2]=[C:3]1[NH:11][C:6]2=[N:7][CH:8]=[CH:9][CH:10]=[C:5]2[C:4]21[CH2:19][C:18]1[C:13](=[CH:14][CH:15]=[C:16]([NH:20][C:21]3[N:26]=[CH:25][N:24]=[C:23]([C:27]([OH:29])=O)[CH:22]=3)[CH:17]=1)[CH2:12]2.[NH:30]1[C:39]2[C:34](=[CH:35][CH:36]=[CH:37][CH:38]=2)[CH2:33][CH2:32][CH2:31]1.CN(C(ON1N=NC2C=CC=CC1=2)=[N+](C)C)C.[B-](F)(F)(F)F, predict the reaction product. (3) Given the reactants [CH3:1][N:2]([CH2:4][C:5]1[C:17]2[C:16]3[CH2:15][CH2:14][N:13]([O:18][CH2:19][O:20][CH2:21][CH2:22][Si:23]([CH3:26])([CH3:25])[CH3:24])[C:12](=[O:27])[C:11]=3[N:10]=[CH:9][C:8]=2[N:7]([CH2:28][C:29]2[CH:34]=[CH:33][C:32]([F:35])=[CH:31][CH:30]=2)[CH:6]=1)[CH3:3].[C:36]1(OC(Cl)=O)[CH:41]=[CH:40]C=CC=1.Cl.C1(CNC)CC1.C(N(C(C)C)CC)(C)C, predict the reaction product. The product is: [CH:40]1([CH2:3][N:2]([CH2:4][C:5]2[C:17]3[C:16]4[CH2:15][CH2:14][N:13]([O:18][CH2:19][O:20][CH2:21][CH2:22][Si:23]([CH3:26])([CH3:25])[CH3:24])[C:12](=[O:27])[C:11]=4[N:10]=[CH:9][C:8]=3[N:7]([CH2:28][C:29]3[CH:30]=[CH:31][C:32]([F:35])=[CH:33][CH:34]=3)[CH:6]=2)[CH3:1])[CH2:41][CH2:36]1. (4) The product is: [C:1]([C:5]1[CH:10]=[C:9]([N+:11]([O-:13])=[O:12])[C:8]([O:14][CH3:15])=[C:7]([CH:6]=1)[NH2:16])([CH3:4])([CH3:2])[CH3:3]. Given the reactants [C:1]([C:5]1[CH:6]=[C:7]([N+:16]([O-])=O)[C:8]([O:14][CH3:15])=[C:9]([N+:11]([O-:13])=[O:12])[CH:10]=1)([CH3:4])([CH3:3])[CH3:2].O.O.O.O.O.O.O.O.O.[S-2].[Na+].[Na+], predict the reaction product. (5) Given the reactants [C:1]([N:9]=[C:10]=[S:11])(=[O:8])[C:2]1[CH:7]=[CH:6][CH:5]=[CH:4][CH:3]=1.[NH2:12][C:13]([CH2:18][CH3:19])([CH2:16][CH3:17])[CH2:14][OH:15].CCCCCC, predict the reaction product. The product is: [CH2:16]([C:13]([NH:12][C:10]([NH:9][C:1](=[O:8])[C:2]1[CH:7]=[CH:6][CH:5]=[CH:4][CH:3]=1)=[S:11])([CH2:14][OH:15])[CH2:18][CH3:19])[CH3:17]. (6) Given the reactants [CH3:1][C:2]1[O:6][C:5]([C:7]2[CH:8]=[CH:9][C:10]3[O:14][CH:13]=[C:12]([CH:15]=[O:16])[C:11]=3[CH:17]=2)=[N:4][N:3]=1.C1(C)C=CC(S([CH2:27][N+:28]#[C-:29])(=O)=O)=CC=1.C(=O)([O-])[O-].[K+].[K+], predict the reaction product. The product is: [CH3:1][C:2]1[O:6][C:5]([C:7]2[CH:8]=[CH:9][C:10]3[O:14][CH:13]=[C:12]([C:15]4[O:16][CH:29]=[N:28][CH:27]=4)[C:11]=3[CH:17]=2)=[N:4][N:3]=1.